The task is: Predict the reaction yield, written as a fraction of the theoretical maximum amount of product (1.0 means a 100% yield; for example, 0.34 means a 34% yield).. This data is from Reaction yield outcomes from USPTO patents with 853,638 reactions. (1) The reactants are CN(C(ON1N=NC2C=CC=CC1=2)=[N+](C)C)C.F[P-](F)(F)(F)(F)F.CCN(C(C)C)C(C)C.[F:34][C:35]1[CH:43]=[C:42]2[C:38]([C:39]([C:45]3[N:46]=[C:47]4[C:53]([C:54]([OH:56])=O)=[CH:52][N:51]([CH2:57][O:58][CH2:59][CH2:60][Si:61]([CH3:64])([CH3:63])[CH3:62])[C:48]4=[N:49][CH:50]=3)=[N:40][N:41]2[CH3:44])=[CH:37][CH:36]=1.[O:65]([CH2:72][CH:73]([NH2:75])[CH3:74])[C:66]1[CH:71]=[CH:70][CH:69]=[CH:68][CH:67]=1.C([O-])(O)=O.[Na+]. The catalyst is CCOC(C)=O.CN(C=O)C. The product is [CH3:74][CH:73]([NH:75][C:54]([C:53]1[C:47]2[C:48](=[N:49][CH:50]=[C:45]([C:39]3[C:38]4[C:42](=[CH:43][C:35]([F:34])=[CH:36][CH:37]=4)[N:41]([CH3:44])[N:40]=3)[N:46]=2)[N:51]([CH2:57][O:58][CH2:59][CH2:60][Si:61]([CH3:64])([CH3:62])[CH3:63])[CH:52]=1)=[O:56])[CH2:72][O:65][C:66]1[CH:71]=[CH:70][CH:69]=[CH:68][CH:67]=1. The yield is 0.890. (2) The reactants are Br[C:2]1[CH:3]=[N:4][CH:5]=[CH:6][C:7]=1[CH3:8].C1(P(C2CCCCC2)C2C=CC=CC=2C2C(CCC)=CC(CCC)=CC=2CCC)CCCCC1.C(=O)([O-])[O-].[Cs+].[Cs+].[CH3:49][O:50][C:51]1[CH:52]=[C:53]([CH:55]=[CH:56][CH:57]=1)[NH2:54]. The catalyst is C([O-])(=O)C.[Pd+2].C([O-])(=O)C. The product is [CH3:49][O:50][C:51]1[CH:52]=[C:53]([NH:54][C:2]2[CH:3]=[N:4][CH:5]=[CH:6][C:7]=2[CH3:8])[CH:55]=[CH:56][CH:57]=1. The yield is 0.740. (3) The reactants are [NH2:1][C:2](=[O:43])[CH2:3][C:4]1[CH:42]=[CH:41][CH:40]=[CH:39][C:5]=1[CH2:6][CH2:7][C:8]1[C:13]([C:14]([F:17])([F:16])[F:15])=[CH:12][N:11]=[C:10]([NH:18][C:19]2[CH:24]=[CH:23][C:22]([CH:25]3[CH2:30][CH2:29][N:28](C(OC(C)(C)C)=O)[CH2:27][CH2:26]3)=[C:21]([F:38])[CH:20]=2)[N:9]=1.C(O)(C(F)(F)F)=O. The catalyst is C(Cl)Cl.C(Cl)Cl.C1CCCCC1. The product is [F:38][C:21]1[CH:20]=[C:19]([NH:18][C:10]2[N:9]=[C:8]([CH2:7][CH2:6][C:5]3[CH:39]=[CH:40][CH:41]=[CH:42][C:4]=3[CH2:3][C:2]([NH2:1])=[O:43])[C:13]([C:14]([F:17])([F:15])[F:16])=[CH:12][N:11]=2)[CH:24]=[CH:23][C:22]=1[CH:25]1[CH2:26][CH2:27][NH:28][CH2:29][CH2:30]1. The yield is 0.610. (4) The reactants are [CH2:1]1[O:9][C:8]2[C:3](=[CH:4][CH:5]=[C:6]([C:10]3[CH:11]=[C:12]4[C:17](=[CH:18][CH:19]=3)[CH:16]=[C:15]([C:20]([O:22][CH2:23][CH3:24])=[O:21])[CH:14]=[CH:13]4)[CH:7]=2)[O:2]1.C1OC2C=CC(B(O)O)=CC=2O1.[Br-:37].[Br-].[Br-].[NH+]1C=CC=CC=1.[NH+]1C=CC=CC=1.[NH+]1C=CC=CC=1. The catalyst is C(Cl)Cl. The product is [Br:37][C:4]1[CH:5]=[C:6]([C:10]2[CH:11]=[C:12]3[C:17](=[CH:18][CH:19]=2)[CH:16]=[C:15]([C:20]([O:22][CH2:23][CH3:24])=[O:21])[CH:14]=[CH:13]3)[CH:7]=[C:8]2[O:9][CH2:1][O:2][C:3]=12. The yield is 1.00. (5) The reactants are [C-:1]#[N:2].[K+].C([O-])(=O)C.[NH4+:8].[O:9]1[CH:13]=[CH:12][CH:11]=[C:10]1[CH:14]=O.[BrH:16]. The catalyst is CO.C(Cl)Cl.C([O-])(O)=O.[Na+].C(O)(=O)C.CCOC(C)=O. The product is [Br-:16].[C:1]([CH:14]([C:10]1[O:9][CH:13]=[CH:12][CH:11]=1)[NH3+:8])#[N:2]. The yield is 0.770.